Dataset: NCI-60 drug combinations with 297,098 pairs across 59 cell lines. Task: Regression. Given two drug SMILES strings and cell line genomic features, predict the synergy score measuring deviation from expected non-interaction effect. (1) Drug 1: CC1=C(C=C(C=C1)NC2=NC=CC(=N2)N(C)C3=CC4=NN(C(=C4C=C3)C)C)S(=O)(=O)N.Cl. Drug 2: C(CN)CNCCSP(=O)(O)O. Cell line: BT-549. Synergy scores: CSS=-0.545, Synergy_ZIP=3.91, Synergy_Bliss=7.39, Synergy_Loewe=5.28, Synergy_HSA=4.78. (2) Drug 1: CN(C)N=NC1=C(NC=N1)C(=O)N. Drug 2: C1=CC(=CC=C1CCCC(=O)O)N(CCCl)CCCl. Cell line: HOP-62. Synergy scores: CSS=34.9, Synergy_ZIP=2.57, Synergy_Bliss=5.83, Synergy_Loewe=-11.9, Synergy_HSA=3.14. (3) Drug 1: CC12CCC3C(C1CCC2=O)CC(=C)C4=CC(=O)C=CC34C. Drug 2: C1C(C(OC1N2C=NC3=C2NC=NCC3O)CO)O. Cell line: PC-3. Synergy scores: CSS=43.4, Synergy_ZIP=-0.343, Synergy_Bliss=-0.0964, Synergy_Loewe=-1.07, Synergy_HSA=0.709. (4) Drug 1: C1=NC2=C(N1)C(=S)N=C(N2)N. Drug 2: C1=NC2=C(N1)C(=S)N=CN2. Cell line: 786-0. Synergy scores: CSS=36.3, Synergy_ZIP=-15.8, Synergy_Bliss=-23.2, Synergy_Loewe=-25.2, Synergy_HSA=-22.2. (5) Drug 1: C1=CC(=CC=C1CC(C(=O)O)N)N(CCCl)CCCl.Cl. Drug 2: B(C(CC(C)C)NC(=O)C(CC1=CC=CC=C1)NC(=O)C2=NC=CN=C2)(O)O. Cell line: NCI-H522. Synergy scores: CSS=8.54, Synergy_ZIP=-3.69, Synergy_Bliss=-4.55, Synergy_Loewe=-1.28, Synergy_HSA=-2.61. (6) Drug 1: CCN(CC)CCNC(=O)C1=C(NC(=C1C)C=C2C3=C(C=CC(=C3)F)NC2=O)C. Drug 2: C(CC(=O)O)C(=O)CN.Cl. Cell line: HOP-92. Synergy scores: CSS=8.79, Synergy_ZIP=-3.35, Synergy_Bliss=-0.219, Synergy_Loewe=-2.70, Synergy_HSA=-2.66. (7) Drug 1: C1=C(C(=O)NC(=O)N1)N(CCCl)CCCl. Drug 2: CC1C(C(CC(O1)OC2CC(CC3=C2C(=C4C(=C3O)C(=O)C5=C(C4=O)C(=CC=C5)OC)O)(C(=O)CO)O)N)O.Cl. Cell line: U251. Synergy scores: CSS=56.3, Synergy_ZIP=0.621, Synergy_Bliss=-0.158, Synergy_Loewe=5.54, Synergy_HSA=7.96.